From a dataset of Reaction yield outcomes from USPTO patents with 853,638 reactions. Predict the reaction yield, written as a fraction of the theoretical maximum amount of product (1.0 means a 100% yield; for example, 0.34 means a 34% yield). (1) The reactants are [CH3:1][C:2]1[CH:11]=[CH:10][CH:9]=[C:8]2[C:3]=1[C:4](=[O:46])[N:5]([C:32]1[CH:33]=[C:34](OS(C(F)(F)F)(=O)=O)[CH:35]=[CH:36][CH:37]=1)[C:6]([CH:12]([NH:14][C:15]1[N:23]=[CH:22][N:21]=[C:20]3[C:16]=1[N:17]=[CH:18][N:19]3[CH2:24][O:25][CH2:26][CH2:27][Si:28]([CH3:31])([CH3:30])[CH3:29])[CH3:13])=[N:7]2.[CH3:47][N:48](C=O)C. The catalyst is C1C=CC([P]([Pd]([P](C2C=CC=CC=2)(C2C=CC=CC=2)C2C=CC=CC=2)([P](C2C=CC=CC=2)(C2C=CC=CC=2)C2C=CC=CC=2)[P](C2C=CC=CC=2)(C2C=CC=CC=2)C2C=CC=CC=2)(C2C=CC=CC=2)C2C=CC=CC=2)=CC=1.[C-]#N.[Zn+2].[C-]#N. The product is [CH3:1][C:2]1[CH:11]=[CH:10][CH:9]=[C:8]2[C:3]=1[C:4](=[O:46])[N:5]([C:32]1[CH:33]=[C:34]([CH:35]=[CH:36][CH:37]=1)[C:47]#[N:48])[C:6]([CH:12]([NH:14][C:15]1[N:23]=[CH:22][N:21]=[C:20]3[C:16]=1[N:17]=[CH:18][N:19]3[CH2:24][O:25][CH2:26][CH2:27][Si:28]([CH3:30])([CH3:29])[CH3:31])[CH3:13])=[N:7]2. The yield is 0.660. (2) The reactants are [NH:1]1[C:9]2[C:4](=[CH:5][CH:6]=[CH:7][CH:8]=2)[C:3]([CH:10]2[C:15](=[O:16])[CH2:14][C:13]([CH3:18])([CH3:17])[CH2:12][C:11]2=[O:19])=[CH:2]1.[F:20][B-:21]([F:24])([F:23])[F:22].[H+].[CH2:26](OC(OCC)OCC)C. The catalyst is C(OCC)C. The product is [F:20][B-:21]([F:24])([F:23])[F:22].[CH3:18][C:13]1([CH3:17])[CH2:14][C:15]2[O+:16]=[CH:26][C:2]3[NH:1][C:9]4[CH:8]=[CH:7][CH:6]=[CH:5][C:4]=4[C:3]=3[C:10]=2[C:11](=[O:19])[CH2:12]1. The yield is 0.700.